From a dataset of Reaction yield outcomes from USPTO patents with 853,638 reactions. Predict the reaction yield, written as a fraction of the theoretical maximum amount of product (1.0 means a 100% yield; for example, 0.34 means a 34% yield). (1) The reactants are [CH2:1]([O:8][C:9]1[C:14]([Br:15])=[CH:13][N:12]=[C:11]([NH2:16])[CH:10]=1)[C:2]1[CH:7]=[CH:6][CH:5]=[CH:4][CH:3]=1.[C:17]([N:25]=[C:26]=[S:27])(=[O:24])[C:18]1[CH:23]=[CH:22][CH:21]=[CH:20][CH:19]=1. The catalyst is C1COCC1. The product is [C:17]([NH:25][C:26]([NH:16][C:11]1[CH:10]=[C:9]([O:8][CH2:1][C:2]2[CH:7]=[CH:6][CH:5]=[CH:4][CH:3]=2)[C:14]([Br:15])=[CH:13][N:12]=1)=[S:27])(=[O:24])[C:18]1[CH:23]=[CH:22][CH:21]=[CH:20][CH:19]=1. The yield is 0.823. (2) The reactants are [Cl:1][C:2]1[C:3]([O:12][C:13]2[CH:18]=[CH:17][C:16]([O:19][C:20]([F:23])([F:22])[F:21])=[C:15]([Cl:24])[CH:14]=2)=[CH:4][C:5]([F:11])=[C:6]([CH:10]=1)[C:7](O)=[O:8].C(N1C=CN=C1)(N1C=CN=C1)=O.[S:37]([NH2:41])([NH2:40])(=[O:39])=[O:38].N12CCCN=C1CCCCC2. The catalyst is O1CCCC1.C(OCC)(=O)C. The product is [Cl:1][C:2]1[C:3]([O:12][C:13]2[CH:18]=[CH:17][C:16]([O:19][C:20]([F:23])([F:22])[F:21])=[C:15]([Cl:24])[CH:14]=2)=[CH:4][C:5]([F:11])=[C:6]([CH:10]=1)[C:7]([NH:40][S:37](=[O:39])(=[O:38])[NH2:41])=[O:8]. The yield is 0.340. (3) The reactants are Cl[C:2]1[C:11]([N+:12]([O-:14])=[O:13])=[CH:10][CH:9]=[C:8]([Cl:15])[C:3]=1[C:4]([O:6][CH3:7])=[O:5].[CH3:16][O:17][C:18]1[CH:25]=[CH:24][C:21]([CH2:22][NH2:23])=[CH:20][CH:19]=1.CCN(CC)CC.O. The catalyst is C1COCC1. The product is [Cl:15][C:8]1[C:3]([C:4]([O:6][CH3:7])=[O:5])=[C:2]([NH:23][CH2:22][C:21]2[CH:24]=[CH:25][C:18]([O:17][CH3:16])=[CH:19][CH:20]=2)[C:11]([N+:12]([O-:14])=[O:13])=[CH:10][CH:9]=1. The yield is 0.790. (4) The reactants are [CH2:1]([N:8]1[CH2:13][CH2:12][C:11]([C:22]2[CH:31]=[CH:30][C:25]([C:26]([NH:28][NH2:29])=[O:27])=[CH:24][CH:23]=2)([C:14]2[CH:19]=[CH:18][CH:17]=[C:16]([O:20][CH3:21])[CH:15]=2)[CH2:10][CH2:9]1)[C:2]1[CH:7]=[CH:6][CH:5]=[CH:4][CH:3]=1.C(N(CC)CC)C.[CH:39]1([C:43](Cl)=[O:44])[CH2:42][CH2:41][CH2:40]1. The catalyst is C(Cl)Cl.CN(C1C=CN=CC=1)C. The product is [CH2:1]([N:8]1[CH2:13][CH2:12][C:11]([C:22]2[CH:23]=[CH:24][C:25]([C:26]([NH:28][NH:29][C:43]([CH:39]3[CH2:42][CH2:41][CH2:40]3)=[O:44])=[O:27])=[CH:30][CH:31]=2)([C:14]2[CH:19]=[CH:18][CH:17]=[C:16]([O:20][CH3:21])[CH:15]=2)[CH2:10][CH2:9]1)[C:2]1[CH:7]=[CH:6][CH:5]=[CH:4][CH:3]=1. The yield is 0.750. (5) The reactants are C([N:8]1[CH2:13][CH2:12][CH:11]([OH:14])[CH2:10][CH2:9]1)(OC(C)(C)C)=O.Cl.Cl[C:17]1[CH:22]=[CH:21][N:20]=[CH:19][CH:18]=1.CC(C)([O-])C.[K+]. The catalyst is CS(C)=O.O1CCCC1.C(OCC)C. The product is [N:8]1[CH:9]=[CH:10][C:11]([O:14][N:20]2[CH2:21][CH2:22][CH2:17][CH2:18][CH2:19]2)=[CH:12][CH:13]=1. The yield is 1.00. (6) The reactants are [C:1]1([C@H:7]([NH:32][C:33]([O:35][C@@H:36]2[CH:41]3[CH2:42][CH2:43][N:38]([CH2:39][CH2:40]3)[CH2:37]2)=[O:34])[C:8]2[CH:9]=[C:10]([CH:29]=[CH:30][CH:31]=2)[O:11][CH2:12][CH:13]2[CH2:18][CH2:17][N:16](C(OCC3C=CC=CC=3)=O)[CH2:15][CH2:14]2)[CH:6]=[CH:5][CH:4]=[CH:3][CH:2]=1.CC1CC=CCC=1. The catalyst is C(O)C.[Pd]. The product is [C:1]1([C@H:7]([NH:32][C:33](=[O:34])[O:35][C@@H:36]2[CH:41]3[CH2:42][CH2:43][N:38]([CH2:39][CH2:40]3)[CH2:37]2)[C:8]2[CH:31]=[CH:30][CH:29]=[C:10]([O:11][CH2:12][CH:13]3[CH2:14][CH2:15][NH:16][CH2:17][CH2:18]3)[CH:9]=2)[CH:2]=[CH:3][CH:4]=[CH:5][CH:6]=1. The yield is 1.00. (7) The reactants are [Br:1][C:2]1[CH:3]=[C:4]2[C:9](=[CH:10][CH:11]=1)[N:8]=[CH:7][C:6]([C:12](=[O:14])[CH3:13])=[C:5]2Cl.[NH2:16][C:17]1[CH:18]=[CH:19][C:20]([N:23]2[CH2:28][CH2:27][CH2:26][CH:25]([N:29]([CH3:37])[C:30](=[O:36])[O:31][C:32]([CH3:35])([CH3:34])[CH3:33])[CH2:24]2)=[N:21][CH:22]=1. No catalyst specified. The product is [C:12]([C:6]1[CH:7]=[N:8][C:9]2[C:4]([C:5]=1[NH:16][C:17]1[CH:18]=[CH:19][C:20]([N:23]3[CH2:28][CH2:27][CH2:26][CH:25]([N:29]([CH3:37])[C:30](=[O:36])[O:31][C:32]([CH3:33])([CH3:34])[CH3:35])[CH2:24]3)=[N:21][CH:22]=1)=[CH:3][C:2]([Br:1])=[CH:11][CH:10]=2)(=[O:14])[CH3:13]. The yield is 0.800. (8) The reactants are CO[C:3]([C:5]1[N:6]([CH3:24])[N:7]=[C:8]([O:10][CH2:11][C:12]2[C:13]([C:18]3[CH:23]=[CH:22][CH:21]=[CH:20][CH:19]=3)=[N:14][O:15][C:16]=2[CH3:17])[CH:9]=1)=[O:4].COC(C1NN=C([O:34][CH2:35][C:36]2[C:37]([C:42]3C=CC=CC=3)=[N:38]OC=2C)C=1)=O.NC1CCOC1. No catalyst specified. The product is [O:34]1[CH2:35][CH2:36][CH:37]([NH:38][C:3]([C:5]2[N:6]([CH3:24])[N:7]=[C:8]([O:10][CH2:11][C:12]3[C:13]([C:18]4[CH:19]=[CH:20][CH:21]=[CH:22][CH:23]=4)=[N:14][O:15][C:16]=3[CH3:17])[CH:9]=2)=[O:4])[CH2:42]1. The yield is 0.800. (9) The reactants are [H-].C([Al+]CC(C)C)C(C)C.[NH2:11][C:12]1[C:13]([C:29]2[O:33][C:32]([C:34]3[CH:35]=[C:36]([CH:41]=[CH:42][CH:43]=3)[C:37](OC)=[O:38])=[N:31][N:30]=2)=[N:14][C:15]([C:18]2[CH:23]=[CH:22][C:21]([C:24](=[O:28])[N:25]([CH3:27])[CH3:26])=[CH:20][CH:19]=2)=[CH:16][N:17]=1. The catalyst is ClCCl. The product is [NH2:11][C:12]1[N:17]=[CH:16][C:15]([C:18]2[CH:19]=[CH:20][C:21]([C:24]([N:25]([CH3:27])[CH3:26])=[O:28])=[CH:22][CH:23]=2)=[N:14][C:13]=1[C:29]1[O:33][C:32]([C:34]2[CH:43]=[CH:42][CH:41]=[C:36]([CH2:37][OH:38])[CH:35]=2)=[N:31][N:30]=1. The yield is 0.180.